Dataset: Full USPTO retrosynthesis dataset with 1.9M reactions from patents (1976-2016). Task: Predict the reactants needed to synthesize the given product. (1) Given the product [ClH:24].[CH3:1][O:2][C:3]1[CH:8]=[CH:7][CH:6]=[CH:5][C:4]=1[C:9]1[N:14]=[CH:13][N:12]=[C:11]([NH:15][C:16]([CH:18]2[CH2:23][CH2:22][NH:21][CH2:20][CH2:19]2)=[O:17])[CH:10]=1, predict the reactants needed to synthesize it. The reactants are: [CH3:1][O:2][C:3]1[CH:8]=[CH:7][CH:6]=[CH:5][C:4]=1[C:9]1[N:14]=[CH:13][N:12]=[C:11]([NH:15][C:16]([CH:18]2[CH2:23][CH2:22][NH:21][CH2:20][CH2:19]2)=[O:17])[CH:10]=1.[ClH:24]. (2) Given the product [CH3:1][O:2][C:3]([C:5]1[S:9][C:8]([N:10]2[CH2:11][CH2:12][N:13]([S:24]([C:21]3[CH:20]=[CH:19][C:18]([C:17]([F:16])([F:28])[F:29])=[CH:23][CH:22]=3)(=[O:26])=[O:25])[CH2:14][CH2:15]2)=[N:7][CH:6]=1)=[O:4], predict the reactants needed to synthesize it. The reactants are: [CH3:1][O:2][C:3]([C:5]1[S:9][C:8]([N:10]2[CH2:15][CH2:14][NH:13][CH2:12][CH2:11]2)=[N:7][CH:6]=1)=[O:4].[F:16][C:17]([F:29])([F:28])[C:18]1[CH:23]=[CH:22][C:21]([S:24](Cl)(=[O:26])=[O:25])=[CH:20][CH:19]=1.C(N(CC)CC)C.O. (3) Given the product [Br:1][C:2]1[CH:3]=[C:4]2[C:9](=[CH:10][CH:11]=1)[N:8]=[CH:7][C:6]([O:12][CH:18]1[CH2:14][CH2:15][N:16]([C:19]([O:21][C:22]([CH3:25])([CH3:24])[CH3:23])=[O:20])[CH2:17]1)=[CH:5]2, predict the reactants needed to synthesize it. The reactants are: [Br:1][C:2]1[CH:3]=[C:4]2[C:9](=[CH:10][CH:11]=1)[N:8]=[CH:7][C:6]([OH:12])=[CH:5]2.O[CH:14]1[CH2:18][CH2:17][N:16]([C:19]([O:21][C:22]([CH3:25])([CH3:24])[CH3:23])=[O:20])[CH2:15]1.PPP.CCOC(/N=N/C(OCC)=O)=O. (4) Given the product [C:19]([O:23][C:24]([N:26]1[CH2:30][CH2:29][C:28]([CH2:52][C:53]2[CH:54]=[CH:55][CH:56]=[CH:57][CH:58]=2)([C:31]([C:33]2[CH:34]=[C:35]3[C:39](=[CH:40][CH:41]=2)[NH:38][CH:37]=[CH:36]3)=[O:32])[CH2:27]1)=[O:25])([CH3:22])([CH3:20])[CH3:21], predict the reactants needed to synthesize it. The reactants are: [F-].C([N+](CCCC)(CCCC)CCCC)CCC.[C:19]([O:23][C:24]([N:26]1[CH2:30][CH2:29][C:28]([CH2:52][C:53]2[CH:58]=[CH:57][CH:56]=[CH:55][CH:54]=2)([C:31]([C:33]2[CH:34]=[C:35]3[C:39](=[CH:40][CH:41]=2)[N:38]([Si](C(C)C)(C(C)C)C(C)C)[CH:37]=[CH:36]3)=[O:32])[CH2:27]1)=[O:25])([CH3:22])([CH3:21])[CH3:20].